From a dataset of Peptide-MHC class I binding affinity with 185,985 pairs from IEDB/IMGT. Regression. Given a peptide amino acid sequence and an MHC pseudo amino acid sequence, predict their binding affinity value. This is MHC class I binding data. (1) The peptide sequence is VVYNPSTMST. The binding affinity (normalized) is 0. The MHC is HLA-A02:01 with pseudo-sequence HLA-A02:01. (2) The peptide sequence is LMHPAQTSQW. The MHC is Mamu-A11 with pseudo-sequence Mamu-A11. The binding affinity (normalized) is 0. (3) The peptide sequence is MMHASTSPF. The MHC is HLA-A68:23 with pseudo-sequence HLA-A68:23. The binding affinity (normalized) is 0.834. (4) The peptide sequence is CPPTCPGYR. The MHC is HLA-A11:01 with pseudo-sequence HLA-A11:01. The binding affinity (normalized) is 0. (5) The peptide sequence is ISIIVLFQR. The MHC is HLA-A11:01 with pseudo-sequence HLA-A11:01. The binding affinity (normalized) is 0.368. (6) The peptide sequence is LPFDRTTVI. The MHC is HLA-B07:02 with pseudo-sequence HLA-B07:02. The binding affinity (normalized) is 0.579. (7) The peptide sequence is KSRRLNLFSK. The MHC is HLA-A33:01 with pseudo-sequence HLA-A33:01. The binding affinity (normalized) is 0. (8) The peptide sequence is CASSSDWFY. The MHC is HLA-A02:16 with pseudo-sequence HLA-A02:16. The binding affinity (normalized) is 0.0847.